Dataset: NCI-60 drug combinations with 297,098 pairs across 59 cell lines. Task: Regression. Given two drug SMILES strings and cell line genomic features, predict the synergy score measuring deviation from expected non-interaction effect. (1) Drug 1: CC1=C2C(C(=O)C3(C(CC4C(C3C(C(C2(C)C)(CC1OC(=O)C(C(C5=CC=CC=C5)NC(=O)OC(C)(C)C)O)O)OC(=O)C6=CC=CC=C6)(CO4)OC(=O)C)OC)C)OC. Drug 2: C1C(C(OC1N2C=C(C(=O)NC2=O)F)CO)O. Cell line: OVCAR-8. Synergy scores: CSS=83.8, Synergy_ZIP=6.49, Synergy_Bliss=5.73, Synergy_Loewe=7.63, Synergy_HSA=11.5. (2) Drug 1: CC12CCC3C(C1CCC2=O)CC(=C)C4=CC(=O)C=CC34C. Drug 2: C1=NC2=C(N1)C(=S)N=CN2. Cell line: A549. Synergy scores: CSS=34.9, Synergy_ZIP=-4.03, Synergy_Bliss=-3.25, Synergy_Loewe=-5.11, Synergy_HSA=-1.19. (3) Drug 1: CCN(CC)CCNC(=O)C1=C(NC(=C1C)C=C2C3=C(C=CC(=C3)F)NC2=O)C. Cell line: CCRF-CEM. Synergy scores: CSS=1.25, Synergy_ZIP=0.797, Synergy_Bliss=-1.66, Synergy_Loewe=-0.819, Synergy_HSA=-4.97. Drug 2: C1CC(=O)NC(=O)C1N2C(=O)C3=CC=CC=C3C2=O. (4) Drug 1: C1CCC(C1)C(CC#N)N2C=C(C=N2)C3=C4C=CNC4=NC=N3. Drug 2: C1C(C(OC1N2C=C(C(=O)NC2=O)F)CO)O. Cell line: MDA-MB-435. Synergy scores: CSS=-0.903, Synergy_ZIP=-1.06, Synergy_Bliss=-6.61, Synergy_Loewe=-22.6, Synergy_HSA=-12.3.